This data is from Forward reaction prediction with 1.9M reactions from USPTO patents (1976-2016). The task is: Predict the product of the given reaction. (1) Given the reactants Br[C:2]1[CH:3]=[CH:4][C:5]([Cl:8])=[N:6][CH:7]=1.[NH2:9][C:10]1[C:14]([C:15](=[O:17])[NH2:16])=[CH:13][N:12]([C:18]2([CH2:32][C:33]#[N:34])[CH2:23][CH2:22][N:21]([C:24]([O:26][CH2:27][C:28]([F:31])([F:30])[F:29])=[O:25])[CH2:20][CH2:19]2)[N:11]=1.C(P(C(C)(C)C)C1C(C)=C(C)C(C)=C(C)C=1C1C(C(C)C)=CC(C(C)C)=CC=1C(C)C)(C)(C)C.P([O-])([O-])([O-])=O.[K+].[K+].[K+], predict the reaction product. The product is: [C:15]([C:14]1[C:10]([NH:9][C:2]2[CH:7]=[N:6][C:5]([Cl:8])=[CH:4][CH:3]=2)=[N:11][N:12]([C:18]2([CH2:32][C:33]#[N:34])[CH2:23][CH2:22][N:21]([C:24]([O:26][CH2:27][C:28]([F:31])([F:30])[F:29])=[O:25])[CH2:20][CH2:19]2)[CH:13]=1)(=[O:17])[NH2:16]. (2) Given the reactants [Cl:1][C:2]1[CH:11]=[C:10]2[C:5]([C:6]([OH:19])=[C:7]([C:13]3[CH:18]=[CH:17][CH:16]=[CH:15][CH:14]=3)[C:8](=[O:12])[NH:9]2)=[CH:4][C:3]=1[C:20]1[CH:25]=[CH:24][C:23]([C:26]2[N:27]=[C:28]([NH:31]C(=O)C)[S:29][CH:30]=2)=[CH:22][CH:21]=1.Cl, predict the reaction product. The product is: [ClH:1].[NH2:31][C:28]1[S:29][CH:30]=[C:26]([C:23]2[CH:24]=[CH:25][C:20]([C:3]3[CH:4]=[C:5]4[C:10](=[CH:11][C:2]=3[Cl:1])[NH:9][C:8](=[O:12])[C:7]([C:13]3[CH:18]=[CH:17][CH:16]=[CH:15][CH:14]=3)=[C:6]4[OH:19])=[CH:21][CH:22]=2)[N:27]=1. (3) Given the reactants [F:1][C:2]1[CH:3]=[CH:4][C:5]([C:8]([OH:10])=O)=[N:6][CH:7]=1.S(Cl)([Cl:13])=O, predict the reaction product. The product is: [F:1][C:2]1[CH:3]=[CH:4][C:5]([C:8]([Cl:13])=[O:10])=[N:6][CH:7]=1. (4) The product is: [OH:36][C@H:34]([CH3:35])[CH2:33][NH:32][C:28]([C:26]1[NH:27][C:23]([C:8]2[CH:9]=[C:10]([O:12][C:13]3[CH:14]=[CH:15][C:16]([S:19]([CH3:22])(=[O:20])=[O:21])=[CH:17][CH:18]=3)[CH:11]=[C:6]([O:5][C@@H:4]([CH3:31])[CH2:3][O:2][CH3:1])[CH:7]=2)=[CH:24][CH:25]=1)=[O:30]. Given the reactants [CH3:1][O:2][CH2:3][C@H:4]([CH3:31])[O:5][C:6]1[CH:7]=[C:8]([C:23]2[NH:27][C:26]([C:28]([OH:30])=O)=[CH:25][CH:24]=2)[CH:9]=[C:10]([O:12][C:13]2[CH:18]=[CH:17][C:16]([S:19]([CH3:22])(=[O:21])=[O:20])=[CH:15][CH:14]=2)[CH:11]=1.[NH2:32][CH2:33][C@H:34]([OH:36])[CH3:35].CCN=C=NCCCN(C)C.Cl.Cl, predict the reaction product. (5) Given the reactants [NH2:1][C:2]1[CH:7]=[CH:6][CH:5]=[CH:4][C:3]=1[S:8]([NH:11][C:12]1[CH:17]=[CH:16][CH:15]=[C:14]([S:18][C:19]([F:22])([F:21])[F:20])[CH:13]=1)(=[O:10])=[O:9].[C:23](N1C=CN=C1)(N1C=CN=C1)=[O:24].C(N(CC)CC)C, predict the reaction product. The product is: [F:20][C:19]([S:18][C:14]1[CH:13]=[C:12]([N:11]2[C:23](=[O:24])[NH:1][C:2]3[CH:7]=[CH:6][CH:5]=[CH:4][C:3]=3[S:8]2(=[O:10])=[O:9])[CH:17]=[CH:16][CH:15]=1)([F:22])[F:21]. (6) Given the reactants [CH3:1][O:2][C:3]1[CH:4]=[C:5]2[C:10](=[CH:11][C:12]=1[O:13][CH2:14][CH2:15][NH2:16])[N:9]=[CH:8][CH:7]=[C:6]2[O:17][C:18]1[C:19]([CH3:28])=[N:20][C:21]2[C:26]([CH:27]=1)=[CH:25][CH:24]=[CH:23][CH:22]=2.[C:29]([NH:36][C:37]([NH:46][C:47]([O:49][C:50]([CH3:53])([CH3:52])[CH3:51])=[O:48])=NS(C(F)(F)F)(=O)=O)([O:31][C:32]([CH3:35])([CH3:34])[CH3:33])=[O:30], predict the reaction product. The product is: [CH3:1][O:2][C:3]1[CH:4]=[C:5]2[C:10](=[CH:11][C:12]=1[O:13][CH2:14][CH2:15][NH:16][C:37]([NH:36][C:29]([O:31][C:32]([CH3:35])([CH3:34])[CH3:33])=[O:30])=[N:46][C:47]([O:49][C:50]([CH3:53])([CH3:52])[CH3:51])=[O:48])[N:9]=[CH:8][CH:7]=[C:6]2[O:17][C:18]1[C:19]([CH3:28])=[N:20][C:21]2[C:26]([CH:27]=1)=[CH:25][CH:24]=[CH:23][CH:22]=2.